From a dataset of Forward reaction prediction with 1.9M reactions from USPTO patents (1976-2016). Predict the product of the given reaction. (1) Given the reactants [CH3:1][N:2]1[CH:6]=[C:5]([C:7]2[C:8]3[C:12]([CH:13]=[CH:14][CH:15]=2)=[N:11][N:10]2[C:16]([CH:21]4[CH2:26][CH2:25][N:24](C(OC(C)(C)C)=O)[CH2:23][CH2:22]4)=[CH:17][C:18](=[O:20])[NH:19][C:9]=32)[CH:4]=[N:3]1.[ClH:34], predict the reaction product. The product is: [ClH:34].[CH3:1][N:2]1[CH:6]=[C:5]([C:7]2[C:8]3[C:12]([CH:13]=[CH:14][CH:15]=2)=[N:11][N:10]2[C:16]([CH:21]4[CH2:26][CH2:25][NH:24][CH2:23][CH2:22]4)=[CH:17][C:18](=[O:20])[NH:19][C:9]=32)[CH:4]=[N:3]1. (2) Given the reactants [CH3:1][O:2][C:3]1[CH:4]=[C:5]2[C:10](=[CH:11][CH:12]=1)[N:9]([CH3:13])[C:8](=[O:14])[CH2:7][C:6]2([CH3:16])[CH3:15].FC(F)(F)[C:19](O)=[O:20].C1N2CN3CN(C2)CN1C3, predict the reaction product. The product is: [CH3:1][O:2][C:3]1[CH:4]=[C:5]2[C:10](=[CH:11][C:12]=1[CH:19]=[O:20])[N:9]([CH3:13])[C:8](=[O:14])[CH2:7][C:6]2([CH3:16])[CH3:15]. (3) Given the reactants [Br-].[CH2:2]([N+:6]1[CH:11]=[CH:10][CH:9]=[CH:8][CH:7]=1)[CH2:3][CH2:4][CH3:5].[S:12]([O:17]C)([O:15][CH3:16])(=[O:14])=[O:13], predict the reaction product. The product is: [CH3:16][O:15][S:12]([O-:17])(=[O:14])=[O:13].[CH2:2]([N+:6]1[CH:11]=[CH:10][CH:9]=[CH:8][CH:7]=1)[CH2:3][CH2:4][CH3:5].